Regression. Given a peptide amino acid sequence and an MHC pseudo amino acid sequence, predict their binding affinity value. This is MHC class II binding data. From a dataset of Peptide-MHC class II binding affinity with 134,281 pairs from IEDB. (1) The peptide sequence is ARARRAALAAAGASR. The MHC is HLA-DQA10501-DQB10201 with pseudo-sequence HLA-DQA10501-DQB10201. The binding affinity (normalized) is 0.109. (2) The peptide sequence is TIAAMMTSPLSVASM. The MHC is DRB1_0101 with pseudo-sequence DRB1_0101. The binding affinity (normalized) is 0.877. (3) The peptide sequence is GVWTFDSEEPLQGPF. The MHC is HLA-DQA10501-DQB10301 with pseudo-sequence HLA-DQA10501-DQB10301. The binding affinity (normalized) is 0.478.